From a dataset of Forward reaction prediction with 1.9M reactions from USPTO patents (1976-2016). Predict the product of the given reaction. (1) Given the reactants [C:1]([O:4][CH2:5][CH2:6][Si:7](Cl)([Cl:9])[Cl:8])(=[O:3])[CH3:2].C[SiH](Cl)Cl, predict the reaction product. The product is: [C:1]([O:4][CH2:5][CH2:6][SiH:7]([Cl:9])[Cl:8])(=[O:3])[CH3:2]. (2) The product is: [CH3:14][Si:13]([CH3:16])([CH3:15])[C:17]#[C:18][C:2]1[CH:7]=[CH:6][C:5]([O:8][C:9]([F:12])([F:11])[F:10])=[CH:4][CH:3]=1. Given the reactants I[C:2]1[CH:7]=[CH:6][C:5]([O:8][C:9]([F:12])([F:11])[F:10])=[CH:4][CH:3]=1.[Si:13]([C:17]#[CH:18])([CH3:16])([CH3:15])[CH3:14].C(N(CC)CC)C, predict the reaction product. (3) The product is: [C:12]([O:16][C:17](=[O:23])[CH:18]([O:4][C:1](=[O:3])[CH3:2])[C:19]([CH3:21])=[O:20])([CH3:15])([CH3:14])[CH3:13]. Given the reactants [C:1]([OH:4])(=[O:3])[CH3:2].C(N(CC)CC)C.[C:12]([O:16][C:17](=[O:23])[CH:18](Br)[C:19]([CH3:21])=[O:20])([CH3:15])([CH3:14])[CH3:13].C([O-])(=O)C.C([NH+](CC)CC)C, predict the reaction product. (4) Given the reactants [C:1]([C:3](=[C:7]([S:10][CH3:11])SC)[C:4]([NH2:6])=O)#[N:2].[NH2:12][C:13]1[CH:14]=[N:15][CH:16]=[CH:17][CH:18]=1, predict the reaction product. The product is: [CH3:11][S:10][C:7]([NH:12][C:13]1[CH:14]=[N:15][CH:16]=[CH:17][CH:18]=1)=[C:3]([C:1]#[N:2])[C:4]#[N:6]. (5) Given the reactants [H-].[Na+].[CH2:3]([O:6][NH:7][C:8](=[O:14])[O:9][C:10]([CH3:13])([CH3:12])[CH3:11])[CH:4]=[CH2:5].I[CH3:16], predict the reaction product. The product is: [CH2:3]([O:6][N:7]([CH3:16])[C:8](=[O:14])[O:9][C:10]([CH3:13])([CH3:12])[CH3:11])[CH:4]=[CH2:5]. (6) Given the reactants [O:1]=[C:2]([CH2:10][CH2:11][CH2:12][CH2:13][C:14]1[CH:23]=[CH:22][C:21]2[CH2:20][CH2:19][CH2:18][NH:17][C:16]=2[N:15]=1)[CH2:3]P(=O)(OC)OC.[F:24][C:25]([F:39])([F:38])[C:26]1[CH:35]=[C:34]2[C:29]([CH:30]=[C:31]([CH:36]=O)[CH:32]=[N:33]2)=[CH:28][CH:27]=1.[Li+].[Cl-].C1CCN2C(=NCCC2)CC1, predict the reaction product. The product is: [N:15]1[C:16]2[NH:17][CH2:18][CH2:19][CH2:20][C:21]=2[CH:22]=[CH:23][C:14]=1[CH2:13][CH2:12][CH2:11][CH2:10][C:2](=[O:1])/[CH:3]=[CH:36]/[C:31]1[CH:32]=[N:33][C:34]2[C:29]([CH:30]=1)=[CH:28][CH:27]=[C:26]([C:25]([F:39])([F:24])[F:38])[CH:35]=2.